This data is from Reaction yield outcomes from USPTO patents with 853,638 reactions. The task is: Predict the reaction yield, written as a fraction of the theoretical maximum amount of product (1.0 means a 100% yield; for example, 0.34 means a 34% yield). (1) The reactants are [CH3:1][O:2][C:3]1[CH:4]=[C:5]2[C:9](=[CH:10][CH:11]=1)[N:8]([C:12]1[CH:17]=[CH:16][C:15]([OH:18])=[CH:14][CH:13]=1)[C:7]([CH2:19][O:20][CH3:21])=[CH:6]2.Cl[CH2:23][CH2:24][CH2:25][N:26]1[CH2:30][CH2:29][CH2:28][CH2:27]1.[H-].[Na+].[I-].[Na+]. The catalyst is CN(C)C=O.O. The product is [CH3:1][O:2][C:3]1[CH:4]=[C:5]2[C:9](=[CH:10][CH:11]=1)[N:8]([C:12]1[CH:17]=[CH:16][C:15]([O:18][CH2:23][CH2:24][CH2:25][N:26]3[CH2:30][CH2:29][CH2:28][CH2:27]3)=[CH:14][CH:13]=1)[C:7]([CH2:19][O:20][CH3:21])=[CH:6]2. The yield is 0.400. (2) The reactants are [NH2:1][CH2:2][C@H:3]([OH:15])[CH2:4][N:5]1[CH2:14][CH2:13][C:12]2[C:7](=[CH:8][CH:9]=[CH:10][CH:11]=2)[CH2:6]1.[Cl:16][C:17]1[N:22]=[CH:21][N:20]=[C:19]([C:23](Cl)=[O:24])[CH:18]=1. The catalyst is C(Cl)Cl. The product is [Cl:16][C:17]1[N:22]=[CH:21][N:20]=[C:19]([C:23]([NH:1][CH2:2][C@H:3]([OH:15])[CH2:4][N:5]2[CH2:14][CH2:13][C:12]3[C:7](=[CH:8][CH:9]=[CH:10][CH:11]=3)[CH2:6]2)=[O:24])[CH:18]=1. The yield is 0.490. (3) The reactants are [CH3:1][P:2]1(=[O:21])[CH2:7][CH2:6][N:5]([CH:8]2[CH2:13][CH2:12][N:11]([C:14](OC(C)(C)C)=O)[CH2:10][CH2:9]2)[CH2:4][CH2:3]1.FC(F)(F)C(O)=O.C(=O)([O-])[O-].[K+].[K+].FC1[CH:37]=[CH:38][C:39]([N+:44]([O-:46])=[O:45])=[C:40]([O:42][CH3:43])[CH:41]=1. The catalyst is C(Cl)Cl. The product is [CH3:43][O:42][C:40]1[CH:41]=[C:14]([N:11]2[CH2:10][CH2:9][CH:8]([N:5]3[CH2:4][CH2:3][P:2](=[O:21])([CH3:1])[CH2:7][CH2:6]3)[CH2:13][CH2:12]2)[CH:37]=[CH:38][C:39]=1[N+:44]([O-:46])=[O:45]. The yield is 0.860. (4) The reactants are [CH3:1][O:2][CH2:3][CH2:4][O:5][CH2:6][C:7]1[N:12]=[CH:11][C:10]([O:13][C:14]2[CH:15]=[C:16]3[C:20](=[C:21]([O:23][CH:24]4[CH2:29][CH2:28][O:27][CH2:26][CH2:25]4)[CH:22]=2)[NH:19][C:18]([C:30]2[S:31][CH:32]([CH2:35][C:36](O)=[O:37])[CH2:33][N:34]=2)=[CH:17]3)=[CH:9][CH:8]=1.O.O[N:41]1[C:45]2C=CC=CC=2N=N1.Cl.C(N=C=NCCCN(C)C)C.Cl.CN. The catalyst is CN(C)C=O.CCCCCC.C(OCC)(=O)C.O.C(N(CC)CC)C. The product is [CH3:1][O:2][CH2:3][CH2:4][O:5][CH2:6][C:7]1[N:12]=[CH:11][C:10]([O:13][C:14]2[CH:15]=[C:16]3[C:20](=[C:21]([O:23][CH:24]4[CH2:29][CH2:28][O:27][CH2:26][CH2:25]4)[CH:22]=2)[NH:19][C:18]([C:30]2[S:31][CH:32]([CH2:35][C:36]([NH:41][CH3:45])=[O:37])[CH2:33][N:34]=2)=[CH:17]3)=[CH:9][CH:8]=1. The yield is 0.520. (5) The reactants are [F:1][C:2]1[CH:7]=[C:6]([N+:8]([O-:10])=[O:9])[CH:5]=[C:4]([F:11])[C:3]=1[N:12]1[CH2:21][CH2:20][C:15]2(OCC[O:16]2)[CH2:14][CH2:13]1.O.Cl. The catalyst is CC(C)=O. The product is [F:1][C:2]1[CH:7]=[C:6]([N+:8]([O-:10])=[O:9])[CH:5]=[C:4]([F:11])[C:3]=1[N:12]1[CH2:21][CH2:20][C:15](=[O:16])[CH2:14][CH2:13]1. The yield is 0.810.